Dataset: Catalyst prediction with 721,799 reactions and 888 catalyst types from USPTO. Task: Predict which catalyst facilitates the given reaction. (1) Reactant: C([Mg]Cl)CCC.C([Li])CCC.Br[C:13]1[CH:18]=[C:17]([F:19])[C:16]([Br:20])=[CH:15][C:14]=1[F:21].[C:22](O[C:22]([O:24][C:25]([CH3:28])([CH3:27])[CH3:26])=[O:23])([O:24][C:25]([CH3:28])([CH3:27])[CH3:26])=[O:23].C(O)(=O)CC(CC(O)=O)(C(O)=O)O. Product: [Br:20][C:16]1[C:17]([F:19])=[CH:18][C:13]([C:22]([O:24][C:25]([CH3:28])([CH3:27])[CH3:26])=[O:23])=[C:14]([F:21])[CH:15]=1. The catalyst class is: 11. (2) Reactant: [H-].[Al+3].[Li+].[H-].[H-].[H-].O1CCCC1.[CH3:12][O:13][C:14]1[CH:30]=[CH:29][CH:28]=[CH:27][C:15]=1[CH2:16][NH:17][C:18]1[N:26]=[CH:25][CH:24]=[CH:23][C:19]=1[C:20](O)=[O:21].[OH-].[Na+]. Product: [CH3:12][O:13][C:14]1[CH:30]=[CH:29][CH:28]=[CH:27][C:15]=1[CH2:16][NH:17][C:18]1[C:19]([CH2:20][OH:21])=[CH:23][CH:24]=[CH:25][N:26]=1. The catalyst class is: 13.